This data is from Reaction yield outcomes from USPTO patents with 853,638 reactions. The task is: Predict the reaction yield, written as a fraction of the theoretical maximum amount of product (1.0 means a 100% yield; for example, 0.34 means a 34% yield). (1) The reactants are CC1(C)C(C)(C)OB([C:9]2[CH:10]=[C:11]([NH:15][C:16](=[O:23])[C:17]3[CH:22]=[CH:21][CH:20]=[CH:19][CH:18]=3)[CH:12]=[N:13][CH:14]=2)O1.Cl[C:26]1[CH:27]=[CH:28][C:29]2[N:30]=[CH:31][N:32]=[C:33]([O:36][CH:37]3[CH2:42][CH2:41][O:40][CH2:39][CH2:38]3)[C:34]=2[N:35]=1.C(=O)(O)[O-].[Na+]. The catalyst is O1CCOCC1.C1C=CC(P(C2C=CC=CC=2)[C-]2C=CC=C2)=CC=1.C1C=CC(P(C2C=CC=CC=2)[C-]2C=CC=C2)=CC=1.Cl[Pd]Cl.[Fe+2].C(Cl)Cl. The product is [O:40]1[CH2:39][CH2:38][CH:37]([O:36][C:33]2[C:34]3[N:35]=[C:26]([C:9]4[CH:10]=[C:11]([NH:15][C:16](=[O:23])[C:17]5[CH:18]=[CH:19][CH:20]=[CH:21][CH:22]=5)[CH:12]=[N:13][CH:14]=4)[CH:27]=[CH:28][C:29]=3[N:30]=[CH:31][N:32]=2)[CH2:42][CH2:41]1. The yield is 0.630. (2) The reactants are [OH:1][C:2]1[CH:11]=[C:10]([O:12][CH2:13][O:14][CH3:15])[CH:9]=[C:8]2[C:3]=1[C:4](=[O:28])[C:5]([O:26][CH3:27])=[C:6]([C:16]1[CH:21]=[CH:20][C:19]([O:22][CH3:23])=[C:18]([O:24][CH3:25])[CH:17]=1)[O:7]2.[OH-].C([N+](CCCC)(CCCC)CCCC)CCC.[CH2:47](Br)[CH:48]=[C:49]([CH3:51])[CH3:50]. The catalyst is C(Cl)Cl.O. The product is [CH3:50][C:49]([CH3:51])=[CH:48][CH2:47][O:1][C:2]1[CH:11]=[C:10]([O:12][CH2:13][O:14][CH3:15])[CH:9]=[C:8]2[C:3]=1[C:4](=[O:28])[C:5]([O:26][CH3:27])=[C:6]([C:16]1[CH:21]=[CH:20][C:19]([O:22][CH3:23])=[C:18]([O:24][CH3:25])[CH:17]=1)[O:7]2. The yield is 0.930. (3) The reactants are [CH3:1][O:2][C:3]1[CH:4]=[C:5]2[C:10](=[CH:11][C:12]=1[O:13][CH3:14])[N:9]=[CH:8][N:7]=[C:6]2[S:15][C:16]1[CH:17]=[C:18]([CH:20]=[CH:21][CH:22]=1)[NH2:19].[CH3:23][O:24][CH2:25][CH2:26][O:27][C:28]1[CH:29]=[C:30]([NH:38][C:39](=O)[O:40]C2C=CC=CC=2)[CH:31]=[CH:32][C:33]=1[C:34]([F:37])([F:36])[F:35]. No catalyst specified. The product is [CH3:1][O:2][C:3]1[CH:4]=[C:5]2[C:10](=[CH:11][C:12]=1[O:13][CH3:14])[N:9]=[CH:8][N:7]=[C:6]2[S:15][C:16]1[CH:17]=[C:18]([NH:19][C:39]([NH:38][C:30]2[CH:31]=[CH:32][C:33]([C:34]([F:36])([F:37])[F:35])=[C:28]([O:27][CH2:26][CH2:25][O:24][CH3:23])[CH:29]=2)=[O:40])[CH:20]=[CH:21][CH:22]=1. The yield is 0.450. (4) The reactants are [NH2:1][C:2]1[N:7]=[C:6]([C:8]([F:11])([F:10])[F:9])[CH:5]=[CH:4][N:3]=1.[CH2:12](OC(OCC)CBr)[CH3:13].Br. The catalyst is C(O)C. The product is [F:10][C:8]([F:11])([F:9])[C:6]1[CH:5]=[CH:4][N:3]2[CH:12]=[CH:13][N:1]=[C:2]2[N:7]=1. The yield is 0.870. (5) The reactants are C([N-]C(C)C)(C)C.[Li+].[F:9][C:10]1[CH:15]=[CH:14][CH:13]=[CH:12][N:11]=1.CON(C)[C:19](=[O:26])[C:20]1[CH:25]=[CH:24][CH:23]=[CH:22][CH:21]=1. The catalyst is C1COCC1. The product is [C:19]([C:15]1[C:10]([F:9])=[N:11][CH:12]=[CH:13][CH:14]=1)(=[O:26])[C:20]1[CH:25]=[CH:24][CH:23]=[CH:22][CH:21]=1. The yield is 0.260. (6) The reactants are [H-].[Na+].[Cl:3][C:4]1[C:12]2[N:11]=[C:10]3[N:13]([C:17]4[C:22]([CH3:23])=[CH:21][C:20]([Cl:24])=[CH:19][C:18]=4[Cl:25])[CH2:14][CH2:15][CH2:16][N:9]3[C:8]=2[C:7]([CH:26]([OH:30])[CH2:27][CH2:28][CH3:29])=[CH:6][CH:5]=1.[CH3:31]I. The catalyst is CN(C)C=O.O. The product is [Cl:3][C:4]1[C:12]2[N:11]=[C:10]3[N:13]([C:17]4[C:22]([CH3:23])=[CH:21][C:20]([Cl:24])=[CH:19][C:18]=4[Cl:25])[CH2:14][CH2:15][CH2:16][N:9]3[C:8]=2[C:7]([CH:26]([O:30][CH3:31])[CH2:27][CH2:28][CH3:29])=[CH:6][CH:5]=1. The yield is 0.610.